Dataset: Full USPTO retrosynthesis dataset with 1.9M reactions from patents (1976-2016). Task: Predict the reactants needed to synthesize the given product. (1) Given the product [Br:1][C:2]1[CH:3]=[C:4]2[C:9](=[CH:10][CH:11]=1)[N:8]=[CH:7][N:6]=[C:5]2[NH:31][CH2:30][C:29]1[CH:32]=[CH:33][C:34]([O:36][CH3:37])=[CH:35][C:28]=1[O:27][CH3:26], predict the reactants needed to synthesize it. The reactants are: [Br:1][C:2]1[CH:3]=[C:4]2[C:9](=[CH:10][CH:11]=1)[N:8]=[CH:7][NH:6][C:5]2=O.S(Cl)(Cl)=O.CN(C)C=O.C(O)(C)C.[CH3:26][O:27][C:28]1[CH:35]=[C:34]([O:36][CH3:37])[CH:33]=[CH:32][C:29]=1[CH2:30][NH2:31]. (2) Given the product [NH:13]1[C:14]2[CH:19]=[CH:18][CH:17]=[CH:16][C:15]=2[N:11]=[C:12]1[C@H:8]([NH:9][C:10]([NH:35][CH2:34][C:31]1[CH:32]=[CH:33][N:29]([C:23]2[CH:24]=[CH:25][CH:26]=[CH:27][CH:28]=2)[N:30]=1)=[O:20])[CH2:7][C:6]1[CH:21]=[CH:22][C:3]([O:2][CH3:1])=[CH:4][CH:5]=1, predict the reactants needed to synthesize it. The reactants are: [CH3:1][O:2][C:3]1[CH:22]=[CH:21][C:6]([CH2:7][C@@H:8]2[C:12]3=[N:13][C:14]4[CH:19]=[CH:18][CH:17]=[CH:16][C:15]=4[N:11]3[C:10](=[O:20])[NH:9]2)=[CH:5][CH:4]=1.[C:23]1([N:29]2[CH:33]=[CH:32][C:31]([CH2:34][NH2:35])=[N:30]2)[CH:28]=[CH:27][CH:26]=[CH:25][CH:24]=1.C(O)(C(F)(F)F)=O. (3) The reactants are: Br[C:2]1[CH:3]=[N:4][CH:5]=[C:6]2[C:11]=1[NH:10][C:9]([C:12]1[CH:17]=[CH:16][CH:15]=[C:14]([C:18]([F:21])([F:20])[F:19])[CH:13]=1)=[C:8](C(OCC)=O)[C:7]2=[O:27].[Cu]C#N.[C:31](=O)([O-:33])[O-:32].[Na+].[Na+].CO. Given the product [O:27]=[C:7]1[C:6]2[C:11](=[C:2]([C:31]([OH:33])=[O:32])[CH:3]=[N:4][CH:5]=2)[NH:10][C:9]([C:12]2[CH:17]=[CH:16][CH:15]=[C:14]([C:18]([F:19])([F:21])[F:20])[CH:13]=2)=[CH:8]1, predict the reactants needed to synthesize it.